From a dataset of Cav3 T-type calcium channel HTS with 100,875 compounds. Binary Classification. Given a drug SMILES string, predict its activity (active/inactive) in a high-throughput screening assay against a specified biological target. (1) The drug is OC(=O)c1[nH]c2c(c1c1ccccc1)cc(cc2)C. The result is 0 (inactive). (2) The drug is S=C(Nc1c(cccc1)C(OC)=O)NC(=O)COc1ccc(cc1)C. The result is 0 (inactive). (3) The drug is S(=O)(=O)(c1c(OC(=O)c2sccc2)n(nc1C)c1ccccc1)c1ccccc1. The result is 0 (inactive).